Regression/Classification. Given a drug SMILES string, predict its toxicity properties. Task type varies by dataset: regression for continuous values (e.g., LD50, hERG inhibition percentage) or binary classification for toxic/non-toxic outcomes (e.g., AMES mutagenicity, cardiotoxicity, hepatotoxicity). Dataset: herg_karim. From a dataset of hERG potassium channel inhibition data for cardiac toxicity prediction from Karim et al.. (1) The compound is CC1CCOC1(c1ccc(-c2cnc(N)cn2)cc1)c1ccc(C(=O)NCC(C)(C)O)nc1. The result is 0 (non-blocker). (2) The result is 1 (blocker). The drug is COc1ccc(C(=O)C2CCN(CCCc3ccccc3)CC2)cc1.